From a dataset of Reaction yield outcomes from USPTO patents with 853,638 reactions. Predict the reaction yield, written as a fraction of the theoretical maximum amount of product (1.0 means a 100% yield; for example, 0.34 means a 34% yield). The product is [Br:1][C:2]1[CH:7]=[CH:6][CH:5]=[CH:4][C:3]=1[CH:8]([OH:11])[CH2:9][O:10][Si:17]([C:30]([CH3:33])([CH3:32])[CH3:31])([C:24]1[CH:25]=[CH:26][CH:27]=[CH:28][CH:29]=1)[C:18]1[CH:23]=[CH:22][CH:21]=[CH:20][CH:19]=1. The reactants are [Br:1][C:2]1[CH:7]=[CH:6][CH:5]=[CH:4][C:3]=1[CH:8]([OH:11])[CH2:9][OH:10].N1C=CN=C1.[Si:17](Cl)([C:30]([CH3:33])([CH3:32])[CH3:31])([C:24]1[CH:29]=[CH:28][CH:27]=[CH:26][CH:25]=1)[C:18]1[CH:23]=[CH:22][CH:21]=[CH:20][CH:19]=1. The catalyst is ClCCl.CN(C)C=O.C1(C)C=CC=CC=1.C(OCC)(=O)C. The yield is 0.680.